This data is from Reaction yield outcomes from USPTO patents with 853,638 reactions. The task is: Predict the reaction yield, written as a fraction of the theoretical maximum amount of product (1.0 means a 100% yield; for example, 0.34 means a 34% yield). The reactants are [CH3:1][O:2][C:3]1[CH:39]=[CH:38][C:6]([CH2:7][N:8]2[CH:12]=[C:11]([C:13]3[N:14]=[C:15]([NH:18][C:19]4[N:24]=[C:23]([CH3:25])[CH:22]=[CH:21][N:20]=4)[S:16][CH:17]=3)[C:10]([C:26]3[CH2:27][N:28](C(OC(C)(C)C)=O)[CH2:29][CH:30]=3)=[N:9]2)=[CH:5][CH:4]=1. The catalyst is Cl.CO. The product is [NH:28]1[CH2:29][CH:30]=[C:26]([C:10]2[C:11]([C:13]3[N:14]=[C:15]([NH:18][C:19]4[N:24]=[C:23]([CH3:25])[CH:22]=[CH:21][N:20]=4)[S:16][CH:17]=3)=[CH:12][N:8]([CH2:7][C:6]3[CH:5]=[CH:4][C:3]([O:2][CH3:1])=[CH:39][CH:38]=3)[N:9]=2)[CH2:27]1. The yield is 0.920.